Dataset: Catalyst prediction with 721,799 reactions and 888 catalyst types from USPTO. Task: Predict which catalyst facilitates the given reaction. (1) Reactant: [CH3:1][C:2]([SH:5])([CH3:4])[CH3:3].[H-].[Na+].[Br:8][C:9]1[N:10]=[C:11](Br)[N:12]2[CH:17]=[CH:16][N:15]=[C:14]([NH2:18])[C:13]=12. Product: [Br:8][C:9]1[N:10]=[C:11]([S:5][C:2]([CH3:4])([CH3:3])[CH3:1])[N:12]2[CH:17]=[CH:16][N:15]=[C:14]([NH2:18])[C:13]=12. The catalyst class is: 3. (2) The catalyst class is: 63. Reactant: [C:1]([O:5][C:6](=[O:29])[NH:7][C:8]([CH3:28])([CH3:27])[CH2:9][C:10]1[C:18]2[C:13](=[C:14]([O:19]CC3C=CC=CC=3)[CH:15]=[CH:16][CH:17]=2)[NH:12][CH:11]=1)([CH3:4])([CH3:3])[CH3:2]. Product: [C:1]([O:5][C:6](=[O:29])[NH:7][C:8]([CH3:28])([CH3:27])[CH2:9][C:10]1[C:18]2[C:13](=[C:14]([OH:19])[CH:15]=[CH:16][CH:17]=2)[NH:12][CH:11]=1)([CH3:4])([CH3:2])[CH3:3]. (3) Reactant: C(OC(=O)[NH:7][CH2:8][C:9]([CH3:47])([CH3:46])[CH2:10][NH:11][C:12](=[O:45])[C:13]1[CH:18]=[CH:17][C:16]([NH:19][C:20]2[CH:25]=[C:24]([NH:26][CH2:27][C:28]3[CH:33]=[CH:32][C:31]([O:34][CH2:35][CH2:36][CH2:37][Br:38])=[CH:30][CH:29]=3)[N:23]=[C:22]([O:39][CH2:40][C:41]([F:44])([F:43])[F:42])[N:21]=2)=[N:15][CH:14]=1)(C)(C)C.C(O)(C(F)(F)F)=O. Product: [NH2:7][CH2:8][C:9]([CH3:47])([CH3:46])[CH2:10][NH:11][C:12](=[O:45])[C:13]1[CH:18]=[CH:17][C:16]([NH:19][C:20]2[CH:25]=[C:24]([NH:26][CH2:27][C:28]3[CH:33]=[CH:32][C:31]([O:34][CH2:35][CH2:36][CH2:37][Br:38])=[CH:30][CH:29]=3)[N:23]=[C:22]([O:39][CH2:40][C:41]([F:44])([F:43])[F:42])[N:21]=2)=[N:15][CH:14]=1. The catalyst class is: 2. (4) Reactant: C([O:3][C:4](=[O:34])[CH2:5][N:6]([CH2:19][CH2:20][NH:21][S:22]([C:25]1[CH:30]=[CH:29][CH:28]=[CH:27][C:26]=1[N+:31]([O-:33])=[O:32])(=[O:24])=[O:23])[C:7](=[O:18])[CH2:8][N:9]1[CH:17]=[C:15]([CH3:16])[C:13](=[O:14])[NH:12][C:10]1=[O:11])C.[OH-].[Li+].Cl. Product: [N+:31]([C:26]1[CH:27]=[CH:28][CH:29]=[CH:30][C:25]=1[S:22]([NH:21][CH2:20][CH2:19][N:6]([C:7](=[O:18])[CH2:8][N:9]1[CH:17]=[C:15]([CH3:16])[C:13](=[O:14])[NH:12][C:10]1=[O:11])[CH2:5][C:4]([OH:34])=[O:3])(=[O:24])=[O:23])([O-:33])=[O:32]. The catalyst class is: 20. (5) Reactant: [Cl:1][C:2]1[C:6]([NH:7][CH3:8])=[CH:5][N:4]([C:9]2[CH:10]=[N:11][CH:12]=[CH:13][CH:14]=2)[N:3]=1.[Li+].C[Si]([N-][Si](C)(C)C)(C)C.[O:25]=[C:26]1[C@H:31]2[CH2:32][C@H:28]([CH:29]=[CH:30]2)[N:27]1[C:33]([O:35][C:36]([CH3:39])([CH3:38])[CH3:37])=[O:34]. Product: [Cl:1][C:2]1[C:6]([N:7]([CH3:8])[C:26]([C@H:31]2[CH2:32][C@@H:28]([NH:27][C:33](=[O:34])[O:35][C:36]([CH3:37])([CH3:38])[CH3:39])[CH:29]=[CH:30]2)=[O:25])=[CH:5][N:4]([C:9]2[CH:10]=[N:11][CH:12]=[CH:13][CH:14]=2)[N:3]=1. The catalyst class is: 1. (6) Reactant: [CH3:1][O:2][C:3]([C:5]1[C:6]2[C:7](=[O:17])[NH:8][C:9]([CH2:15]Cl)=[N:10][C:11]=2[CH:12]=[CH:13][CH:14]=1)=[O:4].[NH:18]1[CH2:23][CH2:22][NH:21][CH2:20][CH2:19]1.[NH:24]1[CH2:30][CH2:29][CH2:28][NH:27][CH2:26][CH2:25]1. Product: [CH3:1][O:2][C:3]([C:5]1[C:6]2[C:7](=[O:17])[NH:8][C:9]([CH2:15][N:18]3[CH2:23][CH2:22][NH:21][CH2:20][CH2:19]3)=[N:10][C:11]=2[CH:12]=[CH:13][CH:14]=1)=[O:4].[CH3:1][O:2][C:3]([C:5]1[C:6]2[C:7](=[O:17])[NH:8][C:9]([CH2:15][N:24]3[CH2:30][CH2:29][CH2:28][NH:27][CH2:26][CH2:25]3)=[N:10][C:11]=2[CH:12]=[CH:13][CH:14]=1)=[O:4]. The catalyst class is: 10. (7) The catalyst class is: 6. Product: [NH2:1][C:2]1[C:3]([C:10]([OH:12])=[O:11])=[N:4][C:5]([Cl:9])=[C:6]([NH2:8])[N:7]=1. Reactant: [NH2:1][C:2]1[C:3]([C:10]([O:12]C)=[O:11])=[N:4][C:5]([Cl:9])=[C:6]([NH2:8])[N:7]=1.CO.[OH-].[Na+].Cl.